From a dataset of Reaction yield outcomes from USPTO patents with 853,638 reactions. Predict the reaction yield, written as a fraction of the theoretical maximum amount of product (1.0 means a 100% yield; for example, 0.34 means a 34% yield). (1) The product is [CH3:9][C:4]1[CH:5]=[N:6][CH:7]=[CH:8][C:3]=1[C:22]#[C:21][Si:18]([CH3:20])([CH3:19])[CH3:17]. The catalyst is C1COCC1.[Cu](I)I. The yield is 0.870. The reactants are Cl.Br[C:3]1[CH:8]=[CH:7][N:6]=[CH:5][C:4]=1[CH3:9].C(N(CC)CC)C.[CH3:17][Si:18]([C:21]#[CH:22])([CH3:20])[CH3:19]. (2) The reactants are [NH2:1][C:2]1[C:10]2[C:5](=[CH:6][CH:7]=[CH:8][C:9]=2[O:11][CH3:12])[N:4]([CH2:13][C:14]2[CH:22]=[CH:21][C:17]([C:18]([NH2:20])=[O:19])=[CH:16][CH:15]=2)[N:3]=1.[CH3:23][C:24]1[S:28][C:27]([S:29](Cl)(=[O:31])=[O:30])=[CH:26][CH:25]=1. The catalyst is N1C=CC=CC=1. The product is [CH3:12][O:11][C:9]1[CH:8]=[CH:7][CH:6]=[C:5]2[C:10]=1[C:2]([NH:1][S:29]([C:27]1[S:28][C:24]([CH3:23])=[CH:25][CH:26]=1)(=[O:31])=[O:30])=[N:3][N:4]2[CH2:13][C:14]1[CH:15]=[CH:16][C:17]([C:18]([NH2:20])=[O:19])=[CH:21][CH:22]=1. The yield is 0.140.